From a dataset of NCI-60 drug combinations with 297,098 pairs across 59 cell lines. Regression. Given two drug SMILES strings and cell line genomic features, predict the synergy score measuring deviation from expected non-interaction effect. (1) Drug 1: C1=C(C(=O)NC(=O)N1)N(CCCl)CCCl. Drug 2: C1=CC(=CC=C1CCCC(=O)O)N(CCCl)CCCl. Cell line: SK-OV-3. Synergy scores: CSS=42.6, Synergy_ZIP=1.40, Synergy_Bliss=7.27, Synergy_Loewe=8.40, Synergy_HSA=9.28. (2) Drug 1: CCN(CC)CCNC(=O)C1=C(NC(=C1C)C=C2C3=C(C=CC(=C3)F)NC2=O)C. Drug 2: C1C(C(OC1N2C=NC(=NC2=O)N)CO)O. Cell line: SN12C. Synergy scores: CSS=5.45, Synergy_ZIP=-4.34, Synergy_Bliss=1.35, Synergy_Loewe=-2.33, Synergy_HSA=-2.05. (3) Drug 1: C1C(C(OC1N2C=C(C(=O)NC2=O)F)CO)O. Drug 2: C1CCC(C(C1)N)N.C(=O)(C(=O)[O-])[O-].[Pt+4]. Cell line: SW-620. Synergy scores: CSS=45.9, Synergy_ZIP=-5.16, Synergy_Bliss=-1.53, Synergy_Loewe=4.90, Synergy_HSA=6.17. (4) Drug 1: C1=CC(=CC=C1C#N)C(C2=CC=C(C=C2)C#N)N3C=NC=N3. Drug 2: C1=CN(C(=O)N=C1N)C2C(C(C(O2)CO)O)O.Cl. Cell line: UACC-257. Synergy scores: CSS=5.70, Synergy_ZIP=-2.10, Synergy_Bliss=1.96, Synergy_Loewe=1.14, Synergy_HSA=1.49. (5) Drug 1: CC1CCC2CC(C(=CC=CC=CC(CC(C(=O)C(C(C(=CC(C(=O)CC(OC(=O)C3CCCCN3C(=O)C(=O)C1(O2)O)C(C)CC4CCC(C(C4)OC)O)C)C)O)OC)C)C)C)OC. Drug 2: CC=C1C(=O)NC(C(=O)OC2CC(=O)NC(C(=O)NC(CSSCCC=C2)C(=O)N1)C(C)C)C(C)C. Cell line: SR. Synergy scores: CSS=52.1, Synergy_ZIP=-2.57, Synergy_Bliss=-6.80, Synergy_Loewe=-28.4, Synergy_HSA=-6.85. (6) Synergy scores: CSS=-2.31, Synergy_ZIP=0.535, Synergy_Bliss=-4.04, Synergy_Loewe=-5.18, Synergy_HSA=-6.78. Cell line: NCI/ADR-RES. Drug 1: CN1C2=C(C=C(C=C2)N(CCCl)CCCl)N=C1CCCC(=O)O.Cl. Drug 2: C1CNP(=O)(OC1)N(CCCl)CCCl. (7) Synergy scores: CSS=26.3, Synergy_ZIP=-0.954, Synergy_Bliss=3.25, Synergy_Loewe=-6.69, Synergy_HSA=3.68. Drug 1: CCC1=C2CN3C(=CC4=C(C3=O)COC(=O)C4(CC)O)C2=NC5=C1C=C(C=C5)O. Cell line: SK-MEL-28. Drug 2: CC12CCC3C(C1CCC2OP(=O)(O)O)CCC4=C3C=CC(=C4)OC(=O)N(CCCl)CCCl.[Na+]. (8) Drug 1: C1=CC(=CC=C1CC(C(=O)O)N)N(CCCl)CCCl.Cl. Drug 2: C1=NC2=C(N=C(N=C2N1C3C(C(C(O3)CO)O)F)Cl)N. Cell line: NCI-H522. Synergy scores: CSS=17.9, Synergy_ZIP=-11.6, Synergy_Bliss=-6.80, Synergy_Loewe=-11.8, Synergy_HSA=-2.78.